Dataset: Forward reaction prediction with 1.9M reactions from USPTO patents (1976-2016). Task: Predict the product of the given reaction. (1) The product is: [OH:15][N:14]=[C:7]1[C:6]2[CH:10]=[CH:11][CH2:12][CH2:13][C:5]=2[CH2:4][CH2:3][N:2]([CH3:1])[C:8]1=[O:9]. Given the reactants [CH3:1][N:2]1[C:8](=[O:9])[CH2:7][C:6]2[CH:10]=[CH:11][CH2:12][CH2:13][C:5]=2[CH2:4][CH2:3]1.[N:14](OCCC(C)C)=[O:15].[Li+].C[Si]([N-][Si](C)(C)C)(C)C.Cl, predict the reaction product. (2) Given the reactants [Si]([O:8][CH2:9][C:10]1[CH:11]=[C:12]2[C:16](=[CH:17][CH:18]=1)[N:15]([C:19]([O:21][C:22]([CH3:25])([CH3:24])[CH3:23])=[O:20])[C:14]([CH:26]1[C:34]3[C:29](=[CH:30][C:31]([C:35]([NH:37][CH3:38])=[O:36])=[CH:32][CH:33]=3)[NH:28][NH:27]1)=[CH:13]2)(C(C)(C)C)(C)C.F.F.F.C(N(CC)CC)C, predict the reaction product. The product is: [CH:9]([C:10]1[CH:11]=[C:12]2[C:16](=[CH:17][CH:18]=1)[N:15]([C:19]([O:21][C:22]([CH3:25])([CH3:24])[CH3:23])=[O:20])[C:14]([C:26]1[C:34]3[C:29](=[CH:30][C:31]([C:35]([NH:37][CH3:38])=[O:36])=[CH:32][CH:33]=3)[NH:28][N:27]=1)=[CH:13]2)=[O:8]. (3) The product is: [OH:32][CH2:37][C@@H:2]([CH2:3][CH2:4][CH2:5][CH2:6][CH:7]=[CH2:8])[C:1]([N:10]1[C@@H:14]([CH2:15][C:16]2[CH:21]=[CH:20][CH:19]=[CH:18][CH:17]=2)[CH2:13][O:12][C:11]1=[O:22])=[O:9]. Given the reactants [C:1]([N:10]1[C@@H:14]([CH2:15][C:16]2[CH:21]=[CH:20][CH:19]=[CH:18][CH:17]=2)[CH2:13][O:12][C:11]1=[O:22])(=[O:9])[CH2:2][CH2:3][CH2:4][CH2:5][CH2:6][CH:7]=[CH2:8].C(N(C(C)C)CC)(C)C.[O:32]1[CH2:37]CCOO1, predict the reaction product. (4) Given the reactants [NH2:1][C:2]1[CH:3]=[C:4]2[C:9](=[C:10]([Cl:12])[CH:11]=1)[N:8]=[CH:7][C:6]([C:13]#[N:14])=[C:5]2[NH:15][C:16]1[CH:21]=[CH:20][C:19]([F:22])=[C:18]([Cl:23])[CH:17]=1.[CH3:24][NH:25][C:26]1[C:31]([CH:32]=O)=[CH:30][N:29]=[C:28]([S:34][CH3:35])[N:27]=1.[BH3-]C#N.[Na+], predict the reaction product. The product is: [Cl:12][C:10]1[CH:11]=[C:2]([NH:1][CH2:32][C:31]2[C:26]([NH:25][CH3:24])=[N:27][C:28]([S:34][CH3:35])=[N:29][CH:30]=2)[CH:3]=[C:4]2[C:9]=1[N:8]=[CH:7][C:6]([C:13]#[N:14])=[C:5]2[NH:15][C:16]1[CH:21]=[CH:20][C:19]([F:22])=[C:18]([Cl:23])[CH:17]=1. (5) Given the reactants C(OC([N:8]1[C:16]2[C:11](=[CH:12][CH:13]=[C:14]([CH2:17][N:18]3[CH2:23][CH2:22][N:21]([CH3:24])[CH2:20][CH2:19]3)[CH:15]=2)[CH:10]=[C:9]1[C:25]1[CH:30]=[C:29]([C:31]2[CH:36]=[C:35]([CH3:37])[C:34]([OH:38])=[C:33]([CH3:39])[CH:32]=2)[N:28]=[N:27][C:26]=1[O:40]C)=O)(C)(C)C.[I-].[K+].Cl, predict the reaction product. The product is: [OH:38][C:34]1[C:33]([CH3:39])=[CH:32][C:31]([C:29]2[CH:30]=[C:25]([C:9]3[NH:8][C:16]4[C:11]([CH:10]=3)=[CH:12][CH:13]=[C:14]([CH2:17][N:18]3[CH2:23][CH2:22][N:21]([CH3:24])[CH2:20][CH2:19]3)[CH:15]=4)[C:26](=[O:40])[NH:27][N:28]=2)=[CH:36][C:35]=1[CH3:37]. (6) Given the reactants [Cl:1][C:2]1[S:6][C:5]([C:7]([NH:9][C:10]2[CH:19]=[C:18]([CH3:20])[C:17]([N:21]([CH3:23])[CH3:22])=[CH:16][C:11]=2[C:12]([O:14]C)=O)=[O:8])=[CH:4][CH:3]=1.[Si:24]([O:31][CH2:32][CH2:33][NH:34][C:35]1[CH:40]=[CH:39][C:38]([NH2:41])=[CH:37][CH:36]=1)([C:27]([CH3:30])([CH3:29])[CH3:28])([CH3:26])[CH3:25].C[Al](C)C, predict the reaction product. The product is: [Si:24]([O:31][CH2:32][CH2:33][NH:34][C:35]1[CH:36]=[CH:37][C:38]([NH:41][C:12]([C:11]2[CH:16]=[C:17]([N:21]([CH3:23])[CH3:22])[C:18]([CH3:20])=[CH:19][C:10]=2[NH:9][C:7]([C:5]2[S:6][C:2]([Cl:1])=[CH:3][CH:4]=2)=[O:8])=[O:14])=[CH:39][CH:40]=1)([C:27]([CH3:30])([CH3:29])[CH3:28])([CH3:26])[CH3:25].